Dataset: Full USPTO retrosynthesis dataset with 1.9M reactions from patents (1976-2016). Task: Predict the reactants needed to synthesize the given product. (1) Given the product [CH2:15]([N:11]1[C:8]2=[N:9][CH:10]=[C:5]([CH2:3][OH:4])[CH:6]=[C:7]2[CH:13]=[CH:12]1)[CH:16]([CH3:18])[CH3:17], predict the reactants needed to synthesize it. The reactants are: CO[C:3]([C:5]1[CH:6]=[C:7]2[CH:13]=[CH:12][NH:11][C:8]2=[N:9][CH:10]=1)=[O:4].Cl[CH2:15][CH:16]([CH3:18])[CH3:17]. (2) Given the product [C:15]([O:19][C:20](=[O:25])[C:21]([NH:24][C:11]([C:3]1[CH:4]=[CH:5][C:6]2[S:7][CH:8]=[CH:9][C:10]=2[C:2]=1[OH:1])=[O:13])([CH3:23])[CH3:22])([CH3:18])([CH3:16])[CH3:17], predict the reactants needed to synthesize it. The reactants are: [OH:1][C:2]1[C:10]2[CH:9]=[CH:8][S:7][C:6]=2[CH:5]=[CH:4][C:3]=1[C:11]([OH:13])=O.Cl.[C:15]([O:19][C:20](=[O:25])[C:21]([NH2:24])([CH3:23])[CH3:22])([CH3:18])([CH3:17])[CH3:16].C(N(C(C)C)C(C)C)C.Cl.CN(C)CCCN=C=NCC.